Predict the reactants needed to synthesize the given product. From a dataset of Full USPTO retrosynthesis dataset with 1.9M reactions from patents (1976-2016). (1) Given the product [Cl-:2].[C:9]([CH2:8][CH2:7][CH2:6][N+:5]([CH2:4][CH2:3][Cl:2])([CH3:14])[CH3:13])([OH:11])=[O:10], predict the reactants needed to synthesize it. The reactants are: [Br-].[Cl:2][CH2:3][CH2:4][N+:5]([CH3:14])([CH3:13])[CH2:6][CH2:7][CH2:8][C:9]([O:11]C)=[O:10]. (2) The reactants are: C1([CH2:5][C:6]#[C:7][C:8]2[CH:9]=[C:10]([C@@H:14]3[C@@H:18]([C:19]4[CH:24]=[CH:23][CH:22]=[C:21]([F:25])[CH:20]=4)[O:17][C:16](=[O:26])[NH:15]3)[CH:11]=[N:12][CH:13]=2)CCC1.[CH3:27][C:28]1[N:29]=[CH:30][N:31](CC#C)[CH:32]=1.BrC1C=C([C@@H]2[C@@H](C3C=CC=C(F)C=3)OC(=O)N2)C=NC=1. Given the product [F:25][C:21]1[CH:20]=[C:19]([C@H:18]2[O:17][C:16](=[O:26])[NH:15][C@@H:14]2[C:10]2[CH:11]=[N:12][CH:13]=[C:8]([C:7]#[C:6][CH2:5][N:31]3[CH:32]=[C:28]([CH3:27])[N:29]=[CH:30]3)[CH:9]=2)[CH:24]=[CH:23][CH:22]=1, predict the reactants needed to synthesize it. (3) Given the product [CH3:1][O:2][C:3]1[CH:8]=[CH:7][CH:6]=[CH:5][C:4]=1[CH:9]=[CH:10][C:11]([NH:13][C@H:14]([C:25]([O-:27])=[O:26])[CH2:15][C:16]1[C:24]2[C:19](=[CH:20][CH:21]=[CH:22][CH:23]=2)[NH:18][CH:17]=1)=[O:12].[Na+:30], predict the reactants needed to synthesize it. The reactants are: [CH3:1][O:2][C:3]1[CH:8]=[CH:7][CH:6]=[CH:5][C:4]=1[CH:9]=[CH:10][C:11]([NH:13][C@H:14]([C:25]([O:27]C)=[O:26])[CH2:15][C:16]1[C:24]2[C:19](=[CH:20][CH:21]=[CH:22][CH:23]=2)[NH:18][CH:17]=1)=[O:12].[OH-].[Na+:30].